Dataset: Forward reaction prediction with 1.9M reactions from USPTO patents (1976-2016). Task: Predict the product of the given reaction. (1) Given the reactants Br.[CH2:2]([O:4][C:5]([C:7]1[N:8]=[C:9]([NH2:12])[S:10][CH:11]=1)=[O:6])[CH3:3].C(N1CCOCC1)C.[CH2:21]([N:28]=[C:29]=[O:30])[C:22]1[CH:27]=[CH:26][CH:25]=[CH:24][CH:23]=1, predict the reaction product. The product is: [CH2:2]([O:4][C:5]([C:7]1[N:8]=[C:9]([NH:12][C:29]([NH:28][CH2:21][C:22]2[CH:27]=[CH:26][CH:25]=[CH:24][CH:23]=2)=[O:30])[S:10][CH:11]=1)=[O:6])[CH3:3]. (2) Given the reactants [F:1][C:2]([F:21])([F:20])[C:3]1[CH:4]=[C:5]([C:13]2([CH2:18][OH:19])[CH2:17][CH2:16][CH2:15][CH2:14]2)[CH:6]=[C:7]([C:9]([F:12])([F:11])[F:10])[CH:8]=1.FC(F)(F)C1C=CC(C2(C[O:36][S:37]([CH3:40])(=O)=[O:38])CCCC2)=CC=1, predict the reaction product. The product is: [CH3:40][S:37]([O:19][CH2:18][C:13]1([C:5]2[CH:4]=[C:3]([C:2]([F:20])([F:21])[F:1])[CH:8]=[C:7]([C:9]([F:10])([F:11])[F:12])[CH:6]=2)[CH2:17][CH2:16][CH2:15][CH2:14]1)(=[O:38])=[O:36]. (3) Given the reactants [H-].[Al+3].[Li+].[H-].[H-].[H-].[Cl:7][C:8]1[CH:16]=[C:15]2[C:11]([C:12]([C:17](=O)[CH:18]([CH3:20])[CH3:19])=[CH:13][NH:14]2)=[CH:10][CH:9]=1, predict the reaction product. The product is: [Cl:7][C:8]1[CH:16]=[C:15]2[C:11]([C:12]([CH2:17][CH:18]([CH3:20])[CH3:19])=[CH:13][NH:14]2)=[CH:10][CH:9]=1. (4) Given the reactants [N:1]1[CH:6]=[CH:5][CH:4]=[CH:3][C:2]=1[C:7]1[C:11]([C:12]([F:15])([F:14])[F:13])=[C:10]([C:16]2[O:20][N:19]=[C:18]3[C:21]4[C:26]([CH2:27][CH2:28][C:17]=23)=[CH:25][C:24]([CH:29]=C)=[CH:23][CH:22]=4)[O:9][N:8]=1.C[N+]1([O-])CC[O:35]CC1.I([O-])(=O)(=O)=O.[Na+].O, predict the reaction product. The product is: [N:1]1[CH:6]=[CH:5][CH:4]=[CH:3][C:2]=1[C:7]1[C:11]([C:12]([F:15])([F:14])[F:13])=[C:10]([C:16]2[O:20][N:19]=[C:18]3[C:21]4[C:26]([CH2:27][CH2:28][C:17]=23)=[CH:25][C:24]([CH:29]=[O:35])=[CH:23][CH:22]=4)[O:9][N:8]=1. (5) Given the reactants [S:1]1[CH:5]=[CH:4][N:3]=[C:2]1[CH:6]=[O:7].[NH2:8][C:9]1[CH:14]=[C:13]([O:15][CH3:16])[CH:12]=[CH:11][C:10]=1[C:17](=[O:19])[CH3:18].O=P(Cl)(Cl)Cl, predict the reaction product. The product is: [C:17]([C:10]1[CH:11]=[CH:12][C:13]([O:15][CH3:16])=[CH:14][C:9]=1[NH:8][C:6]([C:2]1[S:1][CH:5]=[CH:4][N:3]=1)=[O:7])(=[O:19])[CH3:18].